The task is: Predict the product of the given reaction.. This data is from Forward reaction prediction with 1.9M reactions from USPTO patents (1976-2016). (1) The product is: [F:15][C:16]([F:27])([F:26])[C:17]1[CH:22]=[C:21]([C:2]2[S:3][C:4]3[C:5](=[C:7]([C:11]([O:13][CH3:14])=[O:12])[CH:8]=[CH:9][CH:10]=3)[N:6]=2)[CH:20]=[CH:19][CH:18]=1. Given the reactants Cl[C:2]1[S:3][C:4]2[C:5](=[C:7]([C:11]([O:13][CH3:14])=[O:12])[CH:8]=[CH:9][CH:10]=2)[N:6]=1.[F:15][C:16]([F:27])([F:26])[C:17]1[CH:18]=[C:19](B(O)O)[CH:20]=[CH:21][CH:22]=1.C([O-])([O-])=O.[Cs+].[Cs+].O, predict the reaction product. (2) Given the reactants [Br-].[O:2]([C:4]1[CH:11]=[CH:10][C:7]([CH2:8][Zn+])=[CH:6][CH:5]=1)[CH3:3].I[C:13]1[CH:18]=[C:17]([CH3:19])[C:16]([C:20]2[N:21]=[C:22]([NH:25][C:26](=[O:33])[C:27]3[CH:32]=[CH:31][N:30]=[CH:29][CH:28]=3)[S:23][CH:24]=2)=[C:15]([CH3:34])[CH:14]=1.C([O-])(O)=O.[Na+], predict the reaction product. The product is: [CH3:3][O:2][C:4]1[CH:11]=[CH:10][C:7]([CH2:8][C:13]2[CH:14]=[C:15]([CH3:34])[C:16]([C:20]3[N:21]=[C:22]([NH:25][C:26](=[O:33])[C:27]4[CH:28]=[CH:29][N:30]=[CH:31][CH:32]=4)[S:23][CH:24]=3)=[C:17]([CH3:19])[CH:18]=2)=[CH:6][CH:5]=1. (3) Given the reactants [OH:1][C:2]1([C:9]2[CH:10]=[N:11][C:12]([CH3:15])=[CH:13][CH:14]=2)[CH2:7][CH2:6][C:5](=O)[CH2:4][CH2:3]1.[NH:16]1[CH2:19][CH:18]([NH:20][C:21]([CH2:23][NH:24][C:25](=[O:37])[C:26]2[CH:31]=[C:30]([C:32]([F:35])([F:34])[F:33])[CH:29]=[CH:28][C:27]=2[Cl:36])=[O:22])[CH2:17]1, predict the reaction product. The product is: [Cl:36][C:27]1[CH:28]=[CH:29][C:30]([C:32]([F:35])([F:33])[F:34])=[CH:31][C:26]=1[C:25]([NH:24][CH2:23][C:21](=[O:22])[NH:20][CH:18]1[CH2:19][N:16]([CH:5]2[CH2:6][CH2:7][C:2]([OH:1])([C:9]3[CH:10]=[N:11][C:12]([CH3:15])=[CH:13][CH:14]=3)[CH2:3][CH2:4]2)[CH2:17]1)=[O:37].